Predict the reactants needed to synthesize the given product. From a dataset of Full USPTO retrosynthesis dataset with 1.9M reactions from patents (1976-2016). (1) Given the product [CH2:1]([O:3][C:4]([C:6]1[N:7]=[N:8][N:9]([CH2:12][C:13]2[CH:14]=[CH:15][C:16]([O:19][CH3:20])=[CH:17][CH:18]=2)[C:10]=1[O:11][CH3:21])=[O:5])[CH3:2], predict the reactants needed to synthesize it. The reactants are: [CH2:1]([O:3][C:4]([C:6]1[N:7]=[N:8][N:9]([CH2:12][C:13]2[CH:18]=[CH:17][C:16]([O:19][CH3:20])=[CH:15][CH:14]=2)[C:10]=1[OH:11])=[O:5])[CH3:2].[CH3:21][Si](C=[N+]=[N-])(C)C. (2) Given the product [CH2:1]([N:8]1[CH2:12][CH2:11][C:10]([F:16])([C:13]([NH:61][C:60]2[CH:62]=[CH:63][C:57]([F:56])=[C:58]([CH3:64])[CH:59]=2)=[O:15])[CH2:9]1)[C:2]1[CH:3]=[CH:4][CH:5]=[CH:6][CH:7]=1, predict the reactants needed to synthesize it. The reactants are: [CH2:1]([N:8]1[CH2:12][CH2:11][C:10]([F:16])([C:13]([OH:15])=O)[CH2:9]1)[C:2]1[CH:7]=[CH:6][CH:5]=[CH:4][CH:3]=1.Cl.C(N(CC)CC)C.C(N(CC)CC)C.CN(C(ON1N=NC2C=CC=NC1=2)=[N+](C)C)C.F[P-](F)(F)(F)(F)F.[F:56][C:57]1[CH:63]=[CH:62][C:60]([NH2:61])=[CH:59][C:58]=1[CH3:64].